Dataset: Forward reaction prediction with 1.9M reactions from USPTO patents (1976-2016). Task: Predict the product of the given reaction. (1) The product is: [Cl:21][C:8]1[CH:9]=[C:10]([NH:13][S:14]([C:17]([F:20])([F:19])[F:18])(=[O:16])=[O:15])[CH:11]=[CH:12][C:7]=1[C:5]1[N:6]=[C:2]([C:29]2[CH:28]=[CH:27][C:26]3[O:22][CH2:23][CH2:24][C:25]=3[CH:30]=2)[S:3][CH:4]=1. Given the reactants Br[C:2]1[S:3][CH:4]=[C:5]([C:7]2[CH:12]=[CH:11][C:10]([NH:13][S:14]([C:17]([F:20])([F:19])[F:18])(=[O:16])=[O:15])=[CH:9][C:8]=2[Cl:21])[N:6]=1.[O:22]1[C:26]2[CH:27]=[CH:28][C:29](B(O)O)=[CH:30][C:25]=2[CH2:24][CH2:23]1.C(=O)([O-])[O-].[K+].[K+].CN(C)C=O, predict the reaction product. (2) Given the reactants [C:1]1([C:21]2[CH:26]=[CH:25][CH:24]=[CH:23][CH:22]=2)[CH:6]=[CH:5][C:4]([C:7]([C:9]2[CH2:10][CH2:11][N:12]([C:15]3[N:20]=[CH:19][CH:18]=[CH:17][N:16]=3)[CH2:13][CH:14]=2)=[O:8])=[CH:3][CH:2]=1.[BH4-].[Na+], predict the reaction product. The product is: [C:1]1([C:21]2[CH:26]=[CH:25][CH:24]=[CH:23][CH:22]=2)[CH:2]=[CH:3][C:4]([CH:7]([C:9]2[CH2:14][CH2:13][N:12]([C:15]3[N:16]=[CH:17][CH:18]=[CH:19][N:20]=3)[CH2:11][CH:10]=2)[OH:8])=[CH:5][CH:6]=1. (3) Given the reactants [C:1]([O:5][C@@H:6]([C:12]1[C:40]([CH3:41])=[N:39][C:38]2=[CH:42][C:35]3=[N:36][N:37]2[C:13]=1[N:14]1[CH2:45][CH2:44][C:17]([CH3:46])([O:18][CH2:19][CH2:20][CH2:21][CH2:22][O:23][C:24]2[CH:25]=[CH:26][CH:27]=[CH:28][C:29]=2[CH2:30][C:31]2[O:43][C:34]3=[N:33][CH:32]=2)[CH2:16][CH2:15]1)[C:7]([O:9]CC)=[O:8])([CH3:4])([CH3:3])[CH3:2].[OH-].[Na+], predict the reaction product. The product is: [C:1]([O:5][C@@H:6]([C:12]1[C:40]([CH3:41])=[N:39][C:38]2=[CH:42][C:35]3=[N:36][N:37]2[C:13]=1[N:14]1[CH2:15][CH2:16][C:17]([CH3:46])([O:18][CH2:19][CH2:20][CH2:21][CH2:22][O:23][C:24]2[CH:25]=[CH:26][CH:27]=[CH:28][C:29]=2[CH2:30][C:31]2[O:43][C:34]3=[N:33][CH:32]=2)[CH2:44][CH2:45]1)[C:7]([OH:9])=[O:8])([CH3:4])([CH3:2])[CH3:3].